Task: Predict the product of the given reaction.. Dataset: Forward reaction prediction with 1.9M reactions from USPTO patents (1976-2016) (1) Given the reactants [NH2:1][CH2:2][C:3]1[C:4]([C:8]2[N:12]([C:13]3[CH:18]=[CH:17][C:16]([F:19])=[C:15]([Cl:20])[CH:14]=3)C(=O)[O:10][N:9]=2)=[N:5][O:6][N:7]=1.[C:22]1([S:28](Cl)(=[O:30])=[O:29])[CH:27]=[CH:26][CH:25]=[CH:24][CH:23]=1, predict the reaction product. The product is: [C:22]1([S:28]([NH:1][CH2:2][C:3]2[C:4]([C:8]([NH:12][C:13]3[CH:18]=[CH:17][C:16]([F:19])=[C:15]([Cl:20])[CH:14]=3)=[N:9][OH:10])=[N:5][O:6][N:7]=2)(=[O:30])=[O:29])[CH:27]=[CH:26][CH:25]=[CH:24][CH:23]=1. (2) The product is: [CH3:13][S:12][C:8]1[N:7]=[C:6]([CH:4]([CH:5]=[O:1])[C:3]#[N:2])[CH:11]=[CH:10][N:9]=1. Given the reactants [O:1]1[CH:5]=[C:4]([C:6]2[CH:11]=[CH:10][N:9]=[C:8]([S:12][CH3:13])[N:7]=2)[CH:3]=[N:2]1.[OH-].[Na+].C(O)(=O)CC(CC(O)=O)(C(O)=O)O, predict the reaction product. (3) Given the reactants [CH3:1][N:2]([CH3:41])[C:3]1[CH:40]=[CH:39][C:6]([C:7]([NH:9][C:10]2[C:11]([F:38])=[C:12]([C:16]3[C:28]4[C:27]5[C:22](=[CH:23][C:24]([N:29]6[CH2:34][CH2:33][O:32][CH2:31][CH2:30]6)=[CH:25][CH:26]=5)[NH:21][C:20]=4[C:19]([C:35]([OH:37])=O)=[N:18][CH:17]=3)[CH:13]=[CH:14][CH:15]=2)=[O:8])=[CH:5][CH:4]=1.[Cl-].[NH4+].C([N:47](CC)C(C)C)(C)C.F[P-](F)(F)(F)(F)F.N1(O[P+](N(C)C)(N(C)C)N(C)C)C2C=CC=CC=2N=N1.CN1CCOCC1, predict the reaction product. The product is: [CH3:41][N:2]([CH3:1])[C:3]1[CH:4]=[CH:5][C:6]([C:7]([NH:9][C:10]2[C:11]([F:38])=[C:12]([C:16]3[C:28]4[C:27]5[C:22](=[CH:23][C:24]([N:29]6[CH2:34][CH2:33][O:32][CH2:31][CH2:30]6)=[CH:25][CH:26]=5)[NH:21][C:20]=4[C:19]([C:35]([NH2:47])=[O:37])=[N:18][CH:17]=3)[CH:13]=[CH:14][CH:15]=2)=[O:8])=[CH:39][CH:40]=1. (4) Given the reactants [CH3:1][O:2][C:3]1[CH:12]=[C:11]2[C:6]([CH:7]=[C:8]([NH2:18])[C:9]([C:13]3[CH:17]=[CH:16][S:15][CH:14]=3)=[N:10]2)=[CH:5][CH:4]=1.[F:19][C:20]([F:30])([F:29])[C:21]1[CH:28]=[CH:27][C:24]([CH:25]=O)=[CH:23][CH:22]=1.C(O[BH-](OC(=O)C)OC(=O)C)(=O)C.[Na+].[OH-].[Na+], predict the reaction product. The product is: [CH3:1][O:2][C:3]1[CH:12]=[C:11]2[C:6]([CH:7]=[C:8]([NH:18][CH2:25][C:24]3[CH:23]=[CH:22][C:21]([C:20]([F:19])([F:29])[F:30])=[CH:28][CH:27]=3)[C:9]([C:13]3[CH:17]=[CH:16][S:15][CH:14]=3)=[N:10]2)=[CH:5][CH:4]=1. (5) The product is: [Ca+2:38].[CH2:1]([O:3][CH2:4][CH2:5][O:6][C:7]1[CH:8]=[C:9]([CH3:34])[C:10]([C:14]2[CH:19]=[CH:18][CH:17]=[C:16]([CH2:20][O:21][C:22]3[CH:27]=[CH:26][C:25]([CH:28]4[CH2:30][CH:29]4[C:31]([O-:33])=[O:32])=[CH:24][CH:23]=3)[CH:15]=2)=[C:11]([CH3:13])[CH:12]=1)[CH3:2].[CH2:1]([O:3][CH2:4][CH2:5][O:6][C:7]1[CH:8]=[C:9]([CH3:34])[C:10]([C:14]2[CH:19]=[CH:18][CH:17]=[C:16]([CH2:20][O:21][C:22]3[CH:27]=[CH:26][C:25]([CH:28]4[CH2:30][CH:29]4[C:31]([O-:33])=[O:32])=[CH:24][CH:23]=3)[CH:15]=2)=[C:11]([CH3:13])[CH:12]=1)[CH3:2]. Given the reactants [CH2:1]([O:3][CH2:4][CH2:5][O:6][C:7]1[CH:12]=[C:11]([CH3:13])[C:10]([C:14]2[CH:19]=[CH:18][CH:17]=[C:16]([CH2:20][O:21][C:22]3[CH:27]=[CH:26][C:25]([CH:28]4[CH2:30][CH:29]4[C:31]([OH:33])=[O:32])=[CH:24][CH:23]=3)[CH:15]=2)=[C:9]([CH3:34])[CH:8]=1)[CH3:2].[OH-].[Na+].[Cl-].[Ca+2:38].[Cl-], predict the reaction product. (6) Given the reactants [F:1][C:2]1[CH:7]=[CH:6][C:5]([C:8]2[CH:9]=[C:10]3[C:16]([C:17]4[CH:18]=[N:19][N:20]([CH2:22][CH2:23][C:24]5[CH:29]=[CH:28][CH:27]=[CH:26][CH:25]=5)[CH:21]=4)=[CH:15][N:14](S(C4C=CC(C)=CC=4)(=O)=O)[C:11]3=[N:12][CH:13]=2)=[CH:4][C:3]=1[NH:40][S:41]([CH3:44])(=[O:43])=[O:42].[OH-].[Li+], predict the reaction product. The product is: [F:1][C:2]1[CH:7]=[CH:6][C:5]([C:8]2[CH:9]=[C:10]3[C:16]([C:17]4[CH:18]=[N:19][N:20]([CH2:22][CH2:23][C:24]5[CH:29]=[CH:28][CH:27]=[CH:26][CH:25]=5)[CH:21]=4)=[CH:15][NH:14][C:11]3=[N:12][CH:13]=2)=[CH:4][C:3]=1[NH:40][S:41]([CH3:44])(=[O:42])=[O:43]. (7) Given the reactants [CH3:1][S:2](Cl)(=[O:4])=[O:3].[OH:6][CH2:7][C:8]1[CH:9]=[C:10]([CH:13]=[CH:14][C:15]=1[O:16][CH2:17][C:18]1[CH:23]=[CH:22][CH:21]=[CH:20][CH:19]=1)[CH:11]=[O:12].C(N(C(C)C)CC)(C)C.C(OCC)C, predict the reaction product. The product is: [CH3:1][S:2]([O:6][CH2:7][C:8]1[CH:9]=[C:10]([CH:13]=[CH:14][C:15]=1[O:16][CH2:17][C:18]1[CH:23]=[CH:22][CH:21]=[CH:20][CH:19]=1)[CH:11]=[O:12])(=[O:4])=[O:3]. (8) Given the reactants COC([C:5]1([C:18]2[C:27]3[C:22](=[CH:23][C:24]([F:29])=[C:25]([F:28])[CH:26]=3)[N:21]=[CH:20][N:19]=2)[CH2:10][CH2:9][N:8]([C:11]([O:13][C:14]([CH3:17])([CH3:16])[CH3:15])=[O:12])[CH2:7][CH2:6]1)=O.[Li+].[Cl-].O.[Na+].[Cl-], predict the reaction product. The product is: [C:14]([O:13][C:11]([N:8]1[CH2:9][CH2:10][CH:5]([C:18]2[C:27]3[C:22](=[CH:23][C:24]([F:29])=[C:25]([F:28])[CH:26]=3)[N:21]=[CH:20][N:19]=2)[CH2:6][CH2:7]1)=[O:12])([CH3:17])([CH3:15])[CH3:16]. (9) Given the reactants Cl[C:2]1[N:3]=[N:4][CH:5]=[C:6]([C:8]2[CH:13]=[CH:12][C:11]([F:14])=[C:10]([C:15]3[C:20]([F:21])=[CH:19][C:18]([F:22])=[CH:17][N:16]=3)[CH:9]=2)[CH:7]=1.[F:23][C:24]1[C:25]([Sn](CCCC)(CCCC)CCCC)=[N:26][CH:27]=[CH:28][CH:29]=1, predict the reaction product. The product is: [F:21][C:20]1[C:15]([C:10]2[CH:9]=[C:8]([C:6]3[CH:7]=[C:2]([C:25]4[C:24]([F:23])=[CH:29][CH:28]=[CH:27][N:26]=4)[N:3]=[N:4][CH:5]=3)[CH:13]=[CH:12][C:11]=2[F:14])=[N:16][CH:17]=[C:18]([F:22])[CH:19]=1. (10) Given the reactants CS(O[CH2:6][C:7]1([CH3:27])[CH2:12][CH2:11][C:10]([F:26])([S:13]([C:16]2[CH:21]=[CH:20][CH:19]=[C:18]([C:22]([F:25])([F:24])[F:23])[CH:17]=2)(=[O:15])=[O:14])[CH2:9][CH2:8]1)(=O)=O.[N-:28]=[N+:29]=[N-:30].[Na+], predict the reaction product. The product is: [N:28]([CH2:6][C:7]1([CH3:27])[CH2:12][CH2:11][C:10]([F:26])([S:13]([C:16]2[CH:21]=[CH:20][CH:19]=[C:18]([C:22]([F:25])([F:24])[F:23])[CH:17]=2)(=[O:15])=[O:14])[CH2:9][CH2:8]1)=[N+:29]=[N-:30].